Dataset: Full USPTO retrosynthesis dataset with 1.9M reactions from patents (1976-2016). Task: Predict the reactants needed to synthesize the given product. (1) The reactants are: [C:1]([CH2:4][C:5](=[O:7])[CH3:6])(=[O:3])[CH3:2].B(OCCCC)(OCCCC)OCCCC.[CH3:24][O:25][C:26]1[CH:27]=[C:28]([CH:31]=[CH:32][C:33]=1[O:34][C:35](=[O:57])[CH:36]=[CH:37][CH:38]=[CH:39][CH:40]=[CH:41][CH:42]=[CH:43][CH:44]=[CH:45][CH:46]=[CH:47][CH2:48][CH2:49][CH2:50][CH2:51][CH2:52][CH2:53][CH2:54][CH2:55][CH3:56])[CH:29]=O.O=[CH:59][C:60]1[CH:68]=[CH:67][C:65]([OH:66])=[C:62]([O:63][CH3:64])[CH:61]=1.C(N)CCC. Given the product [C:35]([O:34][C:33]1[CH:32]=[CH:31][C:28]([CH:29]=[CH:6][C:5](=[O:7])[CH2:4][C:1](=[O:3])[CH:2]=[CH:59][C:60]2[CH:68]=[CH:67][C:65]([OH:66])=[C:62]([O:63][CH3:64])[CH:61]=2)=[CH:27][C:26]=1[O:25][CH3:24])(=[O:57])[CH:36]=[CH:37][CH:38]=[CH:39][CH:40]=[CH:41][CH:42]=[CH:43][CH:44]=[CH:45][CH:46]=[CH:47][CH2:48][CH2:49][CH2:50][CH2:51][CH2:52][CH2:53][CH2:54][CH2:55][CH3:56], predict the reactants needed to synthesize it. (2) Given the product [NH3:10].[CH3:23][C@H:24]1[CH2:29][CH2:28][CH2:27][C@@H:26]([CH3:30])[N:25]1[CH2:31][CH2:32][NH:33][C:20]([C@@H:15]1[CH2:16][CH2:17][CH2:18][CH2:19][N:14]1[C:11]1[O:12][C:13]2[C:5]([C:3]([O:2][CH3:1])=[O:4])=[CH:6][CH:7]=[CH:8][C:9]=2[N:10]=1)=[O:22], predict the reactants needed to synthesize it. The reactants are: [CH3:1][O:2][C:3]([C:5]1[C:13]2[O:12][C:11]([N:14]3[CH2:19][CH2:18][CH2:17][CH2:16][C@H:15]3[C:20]([OH:22])=O)=[N:10][C:9]=2[CH:8]=[CH:7][CH:6]=1)=[O:4].[CH3:23][C@H:24]1[CH2:29][CH2:28][CH2:27][C@@H:26]([CH3:30])[N:25]1[CH2:31][CH2:32][NH2:33]. (3) The reactants are: [O:1]1[C:6]2[CH:7]=[CH:8][C:9]([CH2:11][NH:12][CH:13]3[CH2:18][CH2:17][N:16]([CH2:19][CH2:20][N:21]4[C:30]5[C:25](=[C:26]([O:31][CH2:32][C:33]([O:35][CH2:36][CH3:37])=[O:34])[CH:27]=[CH:28][CH:29]=5)[CH:24]=[CH:23][C:22]4=[O:38])[CH2:15][CH2:14]3)=[CH:10][C:5]=2[O:4][CH2:3][CH2:2]1.[ClH:39].C(OCC)(=O)C. Given the product [ClH:39].[O:1]1[C:6]2[CH:7]=[CH:8][C:9]([CH2:11][NH:12][CH:13]3[CH2:14][CH2:15][N:16]([CH2:19][CH2:20][N:21]4[C:30]5[C:25](=[C:26]([O:31][CH2:32][C:33]([O:35][CH2:36][CH3:37])=[O:34])[CH:27]=[CH:28][CH:29]=5)[CH:24]=[CH:23][C:22]4=[O:38])[CH2:17][CH2:18]3)=[CH:10][C:5]=2[O:4][CH2:3][CH2:2]1, predict the reactants needed to synthesize it. (4) Given the product [CH2:11]([N:7]1[C:8]2[C:4](=[CH:3][C:2]([C:21]3[CH:20]=[CH:19][CH:18]=[C:17]([O:16][CH3:15])[CH:22]=3)=[CH:10][CH:9]=2)[CH:5]=[CH:6]1)[CH2:12][CH2:13][CH3:14], predict the reactants needed to synthesize it. The reactants are: Br[C:2]1[CH:3]=[C:4]2[C:8](=[CH:9][CH:10]=1)[N:7]([CH2:11][CH2:12][CH2:13][CH3:14])[CH:6]=[CH:5]2.[CH3:15][O:16][C:17]1[CH:18]=[C:19](B(O)O)[CH:20]=[CH:21][CH:22]=1. (5) Given the product [CH3:16][O:15][P:13]([C:10]([C:7]1[CH:6]=[CH:5][C:4]([C:3]([OH:19])=[O:2])=[CH:9][CH:8]=1)([F:12])[CH3:11])([O:17][CH3:18])=[O:14], predict the reactants needed to synthesize it. The reactants are: C[O:2][C:3](=[O:19])[C:4]1[CH:9]=[CH:8][C:7]([C:10]([P:13]([O:17][CH3:18])([O:15][CH3:16])=[O:14])([F:12])[CH3:11])=[CH:6][CH:5]=1.[Li+].[OH-].Cl.